Dataset: Forward reaction prediction with 1.9M reactions from USPTO patents (1976-2016). Task: Predict the product of the given reaction. (1) Given the reactants Cl[C:2]1[CH:7]=[CH:6][N:5]=[CH:4][C:3]=1[C:8](=[O:17])[C:9]1[CH:14]=[CH:13][C:12]([CH2:15][CH3:16])=[CH:11][CH:10]=1.Cl.C([O-])([O-])=[O:20].[Na+].[Na+], predict the reaction product. The product is: [CH2:15]([C:12]1[CH:13]=[CH:14][C:9]([C:8]([C:3]2[CH:4]=[N:5][CH:6]=[CH:7][C:2]=2[OH:20])=[O:17])=[CH:10][CH:11]=1)[CH3:16]. (2) The product is: [CH3:29][O:30][C:31]1[N:36]=[C:35]([O:37][CH3:38])[C:34]([C:16]2[N:17]=[C:18]([N:21]3[CH2:26][CH2:25][O:24][CH2:23][CH2:22]3)[C:19]3[S:20][C:12]([CH2:11][N:8]4[CH2:9][CH2:10][CH:5]([C:3]([N:2]([CH3:28])[CH3:1])=[O:4])[CH2:6][CH2:7]4)=[CH:13][C:14]=3[N:15]=2)=[CH:33][N:32]=1. Given the reactants [CH3:1][N:2]([CH3:28])[C:3]([CH:5]1[CH2:10][CH2:9][N:8]([CH2:11][C:12]2[S:20][C:19]3[C:18]([N:21]4[CH2:26][CH2:25][O:24][CH2:23][CH2:22]4)=[N:17][C:16](Cl)=[N:15][C:14]=3[CH:13]=2)[CH2:7][CH2:6]1)=[O:4].[CH3:29][O:30][C:31]1[N:36]=[C:35]([O:37][CH3:38])[C:34](B2OC(C)(C)C(C)(C)O2)=[CH:33][N:32]=1, predict the reaction product. (3) The product is: [Cl:22][CH:6]([CH:1]1[CH2:5][CH2:4][CH2:3][CH2:2]1)[C:8]1[CH:12]=[C:11]([C:13]2[CH:18]=[CH:17][CH:16]=[CH:15][CH:14]=2)[O:10][C:9]=1[CH3:19]. Given the reactants [CH:1]1([CH:6]([C:8]2[CH:12]=[C:11]([C:13]3[CH:18]=[CH:17][CH:16]=[CH:15][CH:14]=3)[O:10][C:9]=2[CH3:19])O)[CH2:5][CH2:4][CH2:3][CH2:2]1.S(Cl)([Cl:22])=O, predict the reaction product. (4) Given the reactants [F:1][C:2]1[CH:7]=[CH:6][C:5]([C:8](=[O:14])[CH2:9][CH2:10][C:11](O)=[O:12])=[CH:4][CH:3]=1.[CH3:15][NH:16][CH3:17], predict the reaction product. The product is: [CH3:15][N:16]([CH3:17])[C:11](=[O:12])[CH2:10][CH2:9][C:8](=[O:14])[C:5]1[CH:6]=[CH:7][C:2]([F:1])=[CH:3][CH:4]=1. (5) Given the reactants [NH2:1][C:2]1[NH:7][C:6](=[O:8])[C:5]([CH2:9][NH2:10])=[N:4][N:3]=1.C([O-])(O)=O.[Na+].O=C1CCC(=O)N1[O:23][C:24]([C@H:26]1[CH2:31][CH2:30][C@H:29]([C:32]([O:34][CH3:35])=[O:33])[CH2:28][CH2:27]1)=O.C1COCC1.CC#N, predict the reaction product. The product is: [NH2:1][C:2]1[NH:7][C:6](=[O:8])[C:5]([CH2:9][NH:10][C:24]([C@H:26]2[CH2:27][CH2:28][C@H:29]([C:32]([O:34][CH3:35])=[O:33])[CH2:30][CH2:31]2)=[O:23])=[N:4][N:3]=1. (6) Given the reactants [C:1]([O:5][C:6]([N:8]1[CH2:13][CH2:12][N:11]([C:14]([C:16]2[CH:21]=[CH:20][C:19](B(O)O)=[CH:18][C:17]=2[F:25])=[O:15])[CH2:10][C@@H:9]1[CH3:26])=[O:7])([CH3:4])([CH3:3])[CH3:2].Br[C:28]1[CH:37]=[CH:36][C:31]2[N:32]([CH3:35])[CH:33]=[N:34][C:30]=2[CH:29]=1.C(=O)([O-])[O-].[Na+].[Na+].C(O)C, predict the reaction product. The product is: [F:25][C:17]1[CH:18]=[C:19]([C:28]2[CH:37]=[CH:36][C:31]3[N:32]([CH3:35])[CH:33]=[N:34][C:30]=3[CH:29]=2)[CH:20]=[CH:21][C:16]=1[C:14]([N:11]1[CH2:12][CH2:13][N:8]([C:6]([O:5][C:1]([CH3:4])([CH3:3])[CH3:2])=[O:7])[C@@H:9]([CH3:26])[CH2:10]1)=[O:15]. (7) The product is: [C:1]([C:5]1[CH:10]=[CH:9][C:8]([C:11]2[N:12]([C:32]([N:44]3[CH2:45][CH2:46][N:41]([C:38](=[O:40])[CH3:39])[CH2:42][CH2:43]3)=[O:33])[C@@:13]([C:25]3[CH:30]=[CH:29][C:28]([Cl:31])=[CH:27][CH:26]=3)([CH3:24])[C@@:14]([C:17]3[CH:22]=[CH:21][C:20]([Cl:23])=[CH:19][CH:18]=3)([CH3:16])[N:15]=2)=[C:7]([O:35][CH2:36][CH3:37])[CH:6]=1)([CH3:2])([CH3:4])[CH3:3]. Given the reactants [C:1]([C:5]1[CH:10]=[CH:9][C:8]([C:11]2[N:12]([C:32](Cl)=[O:33])[C@@:13]([C:25]3[CH:30]=[CH:29][C:28]([Cl:31])=[CH:27][CH:26]=3)([CH3:24])[C@@:14]([C:17]3[CH:22]=[CH:21][C:20]([Cl:23])=[CH:19][CH:18]=3)([CH3:16])[N:15]=2)=[C:7]([O:35][CH2:36][CH3:37])[CH:6]=1)([CH3:4])([CH3:3])[CH3:2].[C:38]([N:41]1[CH2:46][CH2:45][NH:44][CH2:43][CH2:42]1)(=[O:40])[CH3:39], predict the reaction product.